Task: Predict which catalyst facilitates the given reaction.. Dataset: Catalyst prediction with 721,799 reactions and 888 catalyst types from USPTO Reactant: [NH2:1][CH2:2][CH2:3][NH:4][CH:5]([CH2:12][C:13]([O:15]CC)=O)[CH2:6][C:7]([O:9][CH2:10][CH3:11])=[O:8].[Sn](OS(C(F)(F)F)(=O)=O)(CCCC)(CCCC)CCCC.C(N(CC)CC)C.CN(C1C=CC=CN=1)C.[C:55]1([CH3:65])[CH:60]=[CH:59][C:58]([S:61](Cl)(=[O:63])=[O:62])=[CH:57][CH:56]=1. Product: [O:15]=[C:13]1[NH:1][CH2:2][CH2:3][N:4]([S:61]([C:58]2[CH:59]=[CH:60][C:55]([CH3:65])=[CH:56][CH:57]=2)(=[O:63])=[O:62])[CH:5]([CH2:6][C:7]([O:9][CH2:10][CH3:11])=[O:8])[CH2:12]1. The catalyst class is: 1.